From a dataset of Forward reaction prediction with 1.9M reactions from USPTO patents (1976-2016). Predict the product of the given reaction. (1) Given the reactants Cl.N[C@@H](C)[C@@H:4](C1C=CC(OC)=CC=1)[OH:5].[O:15]=[C:16]([C:28]1[CH:33]=[CH:32][CH:31]=[CH:30][CH:29]=1)[C@@H:17]([NH:20]C(=O)OC(C)(C)C)[CH2:18][CH3:19], predict the reaction product. The product is: [NH2:20][C@@H:17]([CH2:18][CH3:19])[C@@H:16]([C:28]1[CH:29]=[CH:30][CH:31]=[C:32]([O:5][CH3:4])[CH:33]=1)[OH:15]. (2) Given the reactants [Cl:1][C:2]1[CH:7]=[C:6]([Cl:8])[CH:5]=[CH:4][C:3]=1[C:9]1[N:14]=[C:13]([N:15]([CH3:21])[C:16](=[O:20])[CH2:17][O:18][CH3:19])[C:12]([C:22]#[N:23])=[CH:11][C:10]=1[C:24]1[CH:29]=[CH:28][C:27]([Cl:30])=[CH:26][CH:25]=1.CN(C)C=[C:34](C1C=CC(Cl)=CC=1)[C:35](C1C=CC(Cl)=CC=1Cl)=[O:36].COCC(Cl)=O.[H-].[Na+], predict the reaction product. The product is: [Cl:30][C:27]1[CH:26]=[CH:25][C:24]([C:10]2[CH:11]=[C:12]3[C:13](=[N:14][C:9]=2[C:3]2[CH:4]=[CH:5][C:6]([Cl:8])=[CH:7][C:2]=2[Cl:1])[N:15]([CH3:21])[C:16](=[O:20])[C:17]([O:18][CH3:19])=[C:22]3[NH:23][C:35](=[O:36])[CH3:34])=[CH:29][CH:28]=1. (3) The product is: [CH3:29][C:19]1([CH3:30])[C:18](=[O:31])[CH2:17][C:16]([CH3:32])([CH3:33])[C:15]2[CH:14]=[C:13](/[CH:12]=[CH:11]/[C:9]3[CH:8]=[CH:7][C:3]([C:4]([OH:6])=[O:5])=[CH:2][CH:10]=3)[C:22]([CH2:23][N:24]3[CH:28]=[CH:27][CH:26]=[N:25]3)=[CH:21][C:20]1=2. Given the reactants C[C:2]1[CH:10]=[C:9](/[CH:11]=[CH:12]/[C:13]2[C:22]([CH2:23][N:24]3[CH:28]=[CH:27][CH:26]=[N:25]3)=[CH:21][C:20]3[C:19]([CH3:30])([CH3:29])[C:18](=[O:31])[CH2:17][C:16]([CH3:33])([CH3:32])[C:15]=3[CH:14]=2)[CH:8]=[CH:7][C:3]=1[C:4]([OH:6])=[O:5], predict the reaction product. (4) Given the reactants ClC1C=C(Cl)C=CC=1[C:4](Cl)=[O:5].Cl[C:13]1[CH:28]=[CH:27][C:16]([C:17]([NH:19][C:20]2[CH:21]=[N:22][C:23]([OH:26])=[CH:24][CH:25]=2)=[O:18])=[CH:15][CH:14]=1, predict the reaction product. The product is: [OH:26][C:23]1[N:22]=[CH:21][C:20]([NH:19][C:17](=[O:18])[C:16]2[CH:27]=[CH:28][C:13]([O:5][CH3:4])=[CH:14][CH:15]=2)=[CH:25][CH:24]=1. (5) Given the reactants [Cl:1][C:2]1[CH:31]=[CH:30][C:5]2[N:6]3[C:10]([CH2:11][N:12]([CH2:15][C:16]4[CH:21]=[CH:20][C:19]([O:22][CH3:23])=[CH:18][C:17]=4[O:24][CH3:25])[C:13](=[O:14])[C:4]=2[CH:3]=1)=[C:9]([C:26]([NH:28][OH:29])=[NH:27])[N:8]=[CH:7]3.[O-2].[Mg+2].[CH:34]1([C:37](Cl)=O)[CH2:36][CH2:35]1, predict the reaction product. The product is: [Cl:1][C:2]1[CH:31]=[CH:30][C:5]2[N:6]3[C:10]([CH2:11][N:12]([CH2:15][C:16]4[CH:21]=[CH:20][C:19]([O:22][CH3:23])=[CH:18][C:17]=4[O:24][CH3:25])[C:13](=[O:14])[C:4]=2[CH:3]=1)=[C:9]([C:26]1[N:27]=[C:37]([CH:34]2[CH2:36][CH2:35]2)[O:29][N:28]=1)[N:8]=[CH:7]3.